This data is from hERG potassium channel inhibition data for cardiac toxicity prediction from Karim et al.. The task is: Regression/Classification. Given a drug SMILES string, predict its toxicity properties. Task type varies by dataset: regression for continuous values (e.g., LD50, hERG inhibition percentage) or binary classification for toxic/non-toxic outcomes (e.g., AMES mutagenicity, cardiotoxicity, hepatotoxicity). Dataset: herg_karim. (1) The drug is CN1CCN(Cc2ccc3c(c2)Cc2c(-c4csc(C#CCOCC(N)=O)c4)n[nH]c2-3)CC1. The result is 0 (non-blocker). (2) The molecule is N#Cc1ccc2nc([C@H]3CC[C@]4(CC3)CN(c3ccccn3)C(=O)O4)[nH]c2c1. The result is 0 (non-blocker). (3) The molecule is O=C1c2cccc3c2[C@H](CCC3)CN1[C@@H]1CN2CCC1CC2. The result is 1 (blocker). (4) The drug is C[C@H](c1ccc(Cl)nc1)N1[C@H]2CC[C@@H]1C[C@@H](Oc1cccc(C(N)=O)c1)C2. The result is 1 (blocker). (5) The molecule is O=C(Nc1ccc(C(F)(F)F)c(Cl)c1)N1CCN(C[C@@H]2CCCN(C3CC3)C2)CC1. The result is 1 (blocker). (6) The drug is CONC(=O)CCCN(C)C(=O)c1ccc2c(c1)c1c(n2C)CC[C@@H](C2CCOCC2)C1. The result is 0 (non-blocker). (7) The drug is C[n+]1c(C#Cc2ccccc2)cccc1C#Cc1ccccc1. The result is 1 (blocker). (8) The molecule is CCOc1cc2ncc(C(N)=O)c(Nc3ccc(F)c(Cl)c3)c2cc1N1CCN(C)CC1. The result is 1 (blocker). (9) The compound is COc1ccc(CCN2C(=O)N(NS(C)(=O)=O)C[C@H]2c2ccc(OC)cc2)cc1. The result is 0 (non-blocker).